Task: Predict the reactants needed to synthesize the given product.. Dataset: Full USPTO retrosynthesis dataset with 1.9M reactions from patents (1976-2016) (1) The reactants are: [C:1]([C:5]1[CH:32]=[C:8]2[N:9]=[C:10]([N:27]3[CH2:31][CH2:30][CH2:29][CH2:28]3)[CH:11]=[C:12]([N:13]([CH:21]3[CH2:26][CH2:25][O:24][CH2:23][CH2:22]3)C(=O)OC(C)(C)C)[N:7]2[N:6]=1)(=[O:4])[CH2:2][CH3:3].N([O-])=[O:34].[Na+].Cl.C(=O)(O)[O-].[Na+]. Given the product [N:27]1([C:10]2[CH:11]=[C:12]([NH:13][CH:21]3[CH2:26][CH2:25][O:24][CH2:23][CH2:22]3)[N:7]3[N:6]=[C:5]([C:1](=[O:4])[C:2](=[O:34])[CH3:3])[CH:32]=[C:8]3[N:9]=2)[CH2:28][CH2:29][CH2:30][CH2:31]1, predict the reactants needed to synthesize it. (2) Given the product [CH3:1][C:2]1[CH:3]=[C:4]2[C:8](=[CH:9][CH:10]=1)[N:7]([C:17]1[CH:22]=[CH:21][C:20]([CH3:23])=[CH:19][CH:18]=1)[C:6]([C:11]([O:13][CH2:14][CH3:15])=[O:12])=[CH:5]2, predict the reactants needed to synthesize it. The reactants are: [CH3:1][C:2]1[CH:3]=[C:4]2[C:8](=[CH:9][CH:10]=1)[NH:7][C:6]([C:11]([O:13][CH2:14][CH3:15])=[O:12])=[CH:5]2.I[C:17]1[CH:22]=[CH:21][C:20]([CH3:23])=[CH:19][CH:18]=1.CNC1CCCCC1NC.P([O-])([O-])([O-])=O.[K+].[K+].[K+]. (3) Given the product [NH2:1][C:4]1[C:5]2[C:10](=[CH:9][C:8]([O:14][CH3:15])=[C:7]([O:16][CH3:17])[CH:6]=2)[CH:11]=[CH:12][C:13]=1[NH2:19], predict the reactants needed to synthesize it. The reactants are: [N+:1]([C:4]1[CH:13]=[CH:12][CH:11]=[C:10]2[C:5]=1[CH:6]=[C:7]([O:16][CH3:17])[C:8]([O:14][CH3:15])=[CH:9]2)([O-])=O.O.[NH2:19]N.